Task: Predict which catalyst facilitates the given reaction.. Dataset: Catalyst prediction with 721,799 reactions and 888 catalyst types from USPTO (1) Reactant: [O:1]=[C:2]1[C:10]2[C:5](=[CH:6][CH:7]=[CH:8][CH:9]=2)[C:4](=[O:11])[N:3]1[CH2:12][CH2:13][N:14]1[C:23]2[C:18](=[N:19][CH:20]=[C:21]([CH2:24][C:25]3[CH:30]=[CH:29][C:28]([F:31])=[CH:27][CH:26]=3)[CH:22]=2)[C:17]([OH:32])=[C:16]([C:33](OCC)=[O:34])[C:15]1=[O:38].[NH2:39][CH2:40][CH2:41][CH2:42][N:43]1[CH2:47][CH2:46][CH2:45][C:44]1=[O:48].OS([O-])(=O)=O.[Na+]. Product: [O:1]=[C:2]1[C:6]2[C:5](=[CH:10][CH:9]=[CH:8][CH:7]=2)[C:4](=[O:11])[N:3]1[CH2:12][CH2:13][N:14]1[C:23]2[C:18](=[N:19][CH:20]=[C:21]([CH2:24][C:25]3[CH:26]=[CH:27][C:28]([F:31])=[CH:29][CH:30]=3)[CH:22]=2)[C:17]([OH:32])=[C:16]([C:33]([NH:39][CH2:40][CH2:41][CH2:42][N:43]2[CH2:47][CH2:46][CH2:45][C:44]2=[O:48])=[O:34])[C:15]1=[O:38]. The catalyst class is: 14. (2) Reactant: [CH3:1][O:2][C:3]1[C:8]([O:9][CH3:10])=[C:7]([O:11][Si](C(C)(C)C)(C)C)[C:6]([CH3:19])=[C:5]([CH2:20][CH2:21][C:22]2[CH:27]=[CH:26][C:25]([N+:28]([O-:30])=[O:29])=[CH:24][CH:23]=2)[N:4]=1. Product: [CH3:1][O:2][C:3]1[C:8]([O:9][CH3:10])=[C:7]([OH:11])[C:6]([CH3:19])=[C:5]([CH2:20][CH2:21][C:22]2[CH:27]=[CH:26][C:25]([N+:28]([O-:30])=[O:29])=[CH:24][CH:23]=2)[N:4]=1. The catalyst class is: 502. (3) Reactant: [F:1][C:2]1[CH:7]=[C:6]([O:8][C@H:9]2[CH2:14][CH2:13][CH2:12][CH2:11][C@@H:10]2[C:15]2[C:16]([N+:20]([O-])=O)=[N:17][NH:18][CH:19]=2)[CH:5]=[C:4]([F:23])[C:3]=1[S:24]([NH:27][C:28]1[N:29]=[CH:30][S:31][CH:32]=1)(=[O:26])=[O:25].[Cl-].[NH4+]. Product: [NH2:20][C:16]1[C:15]([C@H:10]2[CH2:11][CH2:12][CH2:13][CH2:14][C@@H:9]2[O:8][C:6]2[CH:5]=[C:4]([F:23])[C:3]([S:24]([NH:27][C:28]3[N:29]=[CH:30][S:31][CH:32]=3)(=[O:25])=[O:26])=[C:2]([F:1])[CH:7]=2)=[CH:19][NH:18][N:17]=1. The catalyst class is: 190. (4) Reactant: [NH2:1][C:2]1[N:6]([C:7]2[CH:12]=[CH:11][C:10]([F:13])=[CH:9][CH:8]=2)[N:5]=[CH:4][C:3]=1[C:14](=[O:22])[C:15]1[CH:20]=[CH:19][CH:18]=[C:17]([NH2:21])[CH:16]=1.Br[CH2:24][CH2:25][CH2:26][Cl:27].C(=O)([O-])[O-].[Cs+].[Cs+]. Product: [NH2:1][C:2]1[N:6]([C:7]2[CH:12]=[CH:11][C:10]([F:13])=[CH:9][CH:8]=2)[N:5]=[CH:4][C:3]=1[C:14](=[O:22])[C:15]1[CH:20]=[CH:19][CH:18]=[C:17]([NH:21][CH2:24][CH2:25][CH2:26][Cl:27])[CH:16]=1. The catalyst class is: 42. (5) Reactant: Cl.[C@H]12N[C@H](CC1)C[C@H]2NC([C:12]1[CH:13]=[CH:14][C:15]2[O:19][CH:18]=[CH:17][C:16]=2[CH:20]=1)=O.[Br:21]Br.[C:23]([O-:26])(O)=[O:24].[Na+].C(=O)([O-])[O-].[K+].[K+]. Product: [Br:21][C:17]1[C:16]2[CH:20]=[C:12]([C:23]([OH:26])=[O:24])[CH:13]=[CH:14][C:15]=2[O:19][CH:18]=1. The catalyst class is: 2.